This data is from CYP3A4 inhibition data for predicting drug metabolism from PubChem BioAssay. The task is: Regression/Classification. Given a drug SMILES string, predict its absorption, distribution, metabolism, or excretion properties. Task type varies by dataset: regression for continuous measurements (e.g., permeability, clearance, half-life) or binary classification for categorical outcomes (e.g., BBB penetration, CYP inhibition). Dataset: cyp3a4_veith. (1) The drug is C=CCNS(=O)(=O)c1ncnc2nc[nH]c12. The result is 0 (non-inhibitor). (2) The drug is O=C(O)[C@@H]1CCCN1Cc1cc2ccccc2c2ccccc12. The result is 0 (non-inhibitor). (3) The compound is COc1ccc(-c2nc(-c3ccccc3)c(-c3cc([N+](=O)[O-])ccc3C)[nH]2)cc1O. The result is 1 (inhibitor). (4) The molecule is Cc1ccc(Sc2c([N+](=O)[O-])ncn2C)cc1. The result is 0 (non-inhibitor). (5) The drug is CC(=O)N1CC(=O)N(OCc2ccccc2)C1c1ccc(Cl)cc1Cl. The result is 1 (inhibitor). (6) The drug is Cc1cccc(CNc2nc(-c3cccc(NS(C)(=O)=O)c3)nc3ccccc23)c1. The result is 1 (inhibitor). (7) The compound is FC(F)(F)c1cc(CO[C@@H]2CCCN[C@H]2c2ccccc2)cc(C(F)(F)F)c1. The result is 1 (inhibitor).